Dataset: Catalyst prediction with 721,799 reactions and 888 catalyst types from USPTO. Task: Predict which catalyst facilitates the given reaction. (1) Reactant: [CH3:1][N:2]1[CH2:7][C:6]([C:8]([O:10]C)=[O:9])=[CH:5][CH2:4][CH2:3]1.[ClH:12].Cl. Product: [CH3:1][NH+:2]1[CH2:7][C:6]([C:8]([OH:10])=[O:9])=[CH:5][CH2:4][CH2:3]1.[Cl-:12]. The catalyst class is: 8. (2) Reactant: [NH:1]1[C:9]2[C:4](=[CH:5][CH:6]=[CH:7][CH:8]=2)[CH:3]=[C:2]1[C:10]([O:12][CH2:13][CH3:14])=[O:11].P(Cl)(Cl)(Cl)(Cl)[Cl:16]. Product: [Cl:16][C:3]1[C:4]2[C:9](=[CH:8][CH:7]=[CH:6][CH:5]=2)[NH:1][C:2]=1[C:10]([O:12][CH2:13][CH3:14])=[O:11]. The catalyst class is: 11. (3) Reactant: [Cl:1][C:2]1[CH:3]=[C:4]2[C:10]([C:11]3[N:16]=[C:15]([NH:17][CH2:18][CH:19]4[CH2:24][CH2:23][CH2:22][CH2:21][CH:20]4[OH:25])[C:14]([F:26])=[CH:13][N:12]=3)=[CH:9][N:8](S(C3C=CC(C)=CC=3)(=O)=O)[C:5]2=[N:6][CH:7]=1.[OH-].[Li+]. Product: [Cl:1][C:2]1[CH:3]=[C:4]2[C:10]([C:11]3[N:16]=[C:15]([NH:17][CH2:18][C@H:19]4[CH2:24][CH2:23][CH2:22][CH2:21][CH:20]4[OH:25])[C:14]([F:26])=[CH:13][N:12]=3)=[CH:9][NH:8][C:5]2=[N:6][CH:7]=1. The catalyst class is: 1. (4) Reactant: [C:1]([O:5][C:6]([N:8]1[CH2:13][CH2:12][NH:11][CH2:10][CH2:9]1)=[O:7])([CH3:4])([CH3:3])[CH3:2].Br[C:15]1[CH:20]=[CH:19][C:18]([C:21]([F:24])([F:23])[F:22])=[C:17]([F:25])[CH:16]=1.[Cl-].C(C1C=CC=C(CCC)C=1[N+]1C=CN(C2C(CCC)=CC=CC=2CCC)C=1)CC.CCCC[O-].[Na+]. Product: [C:1]([O:5][C:6]([N:8]1[CH2:13][CH2:12][N:11]([C:15]2[CH:20]=[CH:19][C:18]([C:21]([F:23])([F:24])[F:22])=[C:17]([F:25])[CH:16]=2)[CH2:10][CH2:9]1)=[O:7])([CH3:4])([CH3:2])[CH3:3]. The catalyst class is: 11. (5) Product: [Se:11]1[C:10]2[CH:9]=[C:4]([C:5]([O:7][CH3:8])=[O:6])[NH:1][C:14]=2[CH:13]=[CH:12]1. The catalyst class is: 11. Reactant: [N:1](/[C:4](=[CH:9]\[C:10]1[Se:11][CH:12]=[CH:13][CH:14]=1)/[C:5]([O:7][CH3:8])=[O:6])=[N+]=[N-].